From a dataset of Microsomal clearance measurements from AstraZeneca. Regression/Classification. Given a drug SMILES string, predict its absorption, distribution, metabolism, or excretion properties. Task type varies by dataset: regression for continuous measurements (e.g., permeability, clearance, half-life) or binary classification for categorical outcomes (e.g., BBB penetration, CYP inhibition). For this dataset (clearance_microsome_az), we predict log10(clearance) (log10 of the in vitro intrinsic clearance, CLint, in uL/min per mg of human liver microsomal protein, equivalently mL/min/g; values are censored to the assay range of 3 to 150, which is 0.477 to 2.18 on this log10 scale). The molecule is Nc1nc2nc(SCc3ccccc3)nc(O)c2s1. The log10(clearance) is 0.480.